From a dataset of Forward reaction prediction with 1.9M reactions from USPTO patents (1976-2016). Predict the product of the given reaction. Given the reactants [CH3:1][O:2][C:3]1[CH:4]=[C:5]2[C:10](=[CH:11][C:12]=1[O:13][CH3:14])[N:9]=[CH:8][CH:7]=[C:6]2[O:15][C:16]1[CH:22]=[CH:21][C:19]([NH2:20])=[CH:18][CH:17]=1.Cl[C:24](Cl)([O:26][C:27](=[O:33])OC(Cl)(Cl)Cl)Cl.[C:35]1(CO)[CH:40]=[CH:39][CH:38]=[CH:37][CH:36]=1.C(=O)(O)[O-].[Na+], predict the reaction product. The product is: [CH3:1][O:2][C:3]1[CH:4]=[C:5]2[C:10](=[CH:11][C:12]=1[O:13][CH3:14])[N:9]=[CH:8][CH:7]=[C:6]2[O:15][C:16]1[CH:22]=[CH:21][C:19]([NH:20][C:27](=[O:33])[O:26][CH2:24][C:35]2[CH:40]=[CH:39][CH:38]=[CH:37][CH:36]=2)=[CH:18][CH:17]=1.